Task: Predict the reaction yield, written as a fraction of the theoretical maximum amount of product (1.0 means a 100% yield; for example, 0.34 means a 34% yield).. Dataset: Reaction yield outcomes from USPTO patents with 853,638 reactions (1) The reactants are [F:1][CH:2]([F:34])[C:3]1[N:7]([CH2:8][C:9]2[CH:14]=[CH:13][CH:12]=[C:11]([C:15]([F:18])([F:17])[F:16])[C:10]=2[CH3:19])[C:6]2[CH:20]=[C:21]([N:28]3[CH2:33][CH2:32][O:31][CH2:30][CH2:29]3)[CH:22]=[C:23]([C:24]([O:26]C)=[O:25])[C:5]=2[N:4]=1.[Li+].[OH-]. The catalyst is C1COCC1. The product is [F:34][CH:2]([F:1])[C:3]1[N:7]([CH2:8][C:9]2[CH:14]=[CH:13][CH:12]=[C:11]([C:15]([F:18])([F:16])[F:17])[C:10]=2[CH3:19])[C:6]2[CH:20]=[C:21]([N:28]3[CH2:29][CH2:30][O:31][CH2:32][CH2:33]3)[CH:22]=[C:23]([C:24]([OH:26])=[O:25])[C:5]=2[N:4]=1. The yield is 0.590. (2) The reactants are [CH3:1][N:2]([CH2:4][C:5]1[CH:12]=[CH:11][C:8]([CH:9]=O)=[CH:7][CH:6]=1)[CH3:3].[NH2:13][C:14]1[CH:22]=[C:21]([F:23])[CH:20]=[C:19]2[C:15]=1[CH2:16][O:17][C:18]2=[O:24].S([O-])([O-])(=O)=O.[Mg+2]. The catalyst is C(#N)C. The product is [CH3:1][N:2]([CH2:4][C:5]1[CH:12]=[CH:11][C:8](/[CH:9]=[N:13]/[C:14]2[CH:22]=[C:21]([F:23])[CH:20]=[C:19]3[C:15]=2[CH2:16][O:17][C:18]3=[O:24])=[CH:7][CH:6]=1)[CH3:3]. The yield is 0.600. (3) The reactants are I[C:2]1[CH:3]=[C:4]([N:11]2[CH:16]=[CH:15][C:14](=[O:17])[NH:13][C:12]2=[O:18])[CH:5]=[C:6]([I:10])[C:7]=1[O:8][CH3:9].Br[C:20]1[CH:21]=[C:22]2[C:27](=[CH:28][CH:29]=1)[CH:26]=[C:25]([NH:30][S:31]([CH3:34])(=[O:33])=[O:32])[CH:24]=[CH:23]2.C(=O)([O-])[O-].[Na+].[Na+]. The catalyst is C1(C)C=CC=CC=1.C(O)C. The product is [O:18]=[C:12]1[NH:13][C:14](=[O:17])[CH:15]=[CH:16][N:11]1[C:4]1[CH:5]=[C:6]([I:10])[C:7]([O:8][CH3:9])=[C:2]([C:20]2[CH:21]=[C:22]3[C:27](=[CH:28][CH:29]=2)[CH:26]=[C:25]([NH:30][S:31]([CH3:34])(=[O:32])=[O:33])[CH:24]=[CH:23]3)[CH:3]=1. The yield is 0.110.